Predict the product of the given reaction. From a dataset of Forward reaction prediction with 1.9M reactions from USPTO patents (1976-2016). (1) Given the reactants C([O:3][C:4]([C:6]1[S:7][C:8]2[CH:14]=[CH:13][C:12]([Cl:15])=[CH:11][C:9]=2[N:10]=1)=[O:5])C.[OH-].[Na+:17], predict the reaction product. The product is: [Na+:17].[Cl:15][C:12]1[CH:13]=[CH:14][C:8]2[S:7][C:6]([C:4]([O-:5])=[O:3])=[N:10][C:9]=2[CH:11]=1. (2) Given the reactants Cl[C:2]1[N:7]=[C:6]([C:8]2[N:12]3[CH:13]=[CH:14][CH:15]=[CH:16][C:11]3=[N:10][C:9]=2[C:17]2[CH:18]=[C:19]([CH:31]=[CH:32][CH:33]=2)[C:20]([NH:22][C:23]2[C:28]([F:29])=[CH:27][CH:26]=[CH:25][C:24]=2[F:30])=[O:21])[CH:5]=[CH:4][N:3]=1.[CH3:34][O:35][C:36]1[CH:42]=[C:41]([CH2:43][CH2:44][N:45]2[CH2:50][CH2:49][N:48]([CH3:51])[CH2:47][CH2:46]2)[CH:40]=[CH:39][C:37]=1[NH2:38].C1(C)C=CC(S(O)(=O)=O)=CC=1.C[O-].[Na+], predict the reaction product. The product is: [F:30][C:24]1[CH:25]=[CH:26][CH:27]=[C:28]([F:29])[C:23]=1[NH:22][C:20](=[O:21])[C:19]1[CH:31]=[CH:32][CH:33]=[C:17]([C:9]2[N:10]=[C:11]3[CH:16]=[CH:15][CH:14]=[CH:13][N:12]3[C:8]=2[C:6]2[CH:5]=[CH:4][N:3]=[C:2]([NH:38][C:37]3[CH:39]=[CH:40][C:41]([CH2:43][CH2:44][N:45]4[CH2:46][CH2:47][N:48]([CH3:51])[CH2:49][CH2:50]4)=[CH:42][C:36]=3[O:35][CH3:34])[N:7]=2)[CH:18]=1. (3) The product is: [F:1][C:2]1[CH:3]=[C:4]([N:8]2[CH2:13][C:12]3([CH2:14][CH2:15][N:16]([C:19]4[CH:20]=[CH:21][C:22]([OH:25])=[CH:23][CH:24]=4)[CH2:17][CH2:18]3)[O:11][CH2:10][C:9]2=[O:27])[CH:5]=[CH:6][CH:7]=1. Given the reactants [F:1][C:2]1[CH:3]=[C:4]([N:8]2[CH2:13][C:12]3([CH2:18][CH2:17][N:16]([C:19]4[CH:24]=[CH:23][C:22]([O:25]C)=[CH:21][CH:20]=4)[CH2:15][CH2:14]3)[O:11][CH2:10][C:9]2=[O:27])[CH:5]=[CH:6][CH:7]=1.B(Br)(Br)Br.ClCCl.[OH-].[Na+], predict the reaction product.